From a dataset of Reaction yield outcomes from USPTO patents with 853,638 reactions. Predict the reaction yield, written as a fraction of the theoretical maximum amount of product (1.0 means a 100% yield; for example, 0.34 means a 34% yield). (1) The reactants are [C:1](#[N:5])C(C)C.[CH3:6][Si]([N-][Si](C)(C)C)(C)C.[Na+].[CH:16](=[N:18]/[S@@:19]([C:21]([CH3:24])([CH3:23])[CH3:22])=[O:20])\[CH3:17].C(O[CH2:28][CH3:29])C. The catalyst is C1COCC1. The product is [C:1]([C:28]([CH3:29])([CH3:6])[C@@H:16]([NH:18][S@@:19]([C:21]([CH3:24])([CH3:23])[CH3:22])=[O:20])[CH3:17])#[N:5]. The yield is 0.410. (2) The reactants are [F:1][C:2]1[CH:7]=[C:6](I)[CH:5]=[CH:4][N:3]=1.C([Li])CCC.[B:14](OCCCC)(OCCCC)OCCCC.[OH:30][C:31]([C:34]([OH:37])([CH3:36])[CH3:35])([CH3:33])[CH3:32].C(O)(=O)C. The catalyst is C(OCC)C. The product is [F:1][C:2]1[CH:7]=[C:6]([B:14]2[O:37][C:34]([CH3:36])([CH3:35])[C:31]([CH3:33])([CH3:32])[O:30]2)[CH:5]=[CH:4][N:3]=1. The yield is 0.700. (3) The reactants are [NH2:1][C:2]1[C:7]2=[C:8]([C:18]3[CH:23]=[CH:22][C:21]([NH:24]C(OC(C)(C)C)=O)=[CH:20][CH:19]=3)[CH:9]=[C:10]([C:11]([O:13][CH2:14][CH2:15][CH2:16][CH3:17])=[O:12])[N:6]2[N:5]=[CH:4][N:3]=1.C(O)(C(F)(F)F)=O. The catalyst is ClCCl. The product is [NH2:1][C:2]1[C:7]2=[C:8]([C:18]3[CH:19]=[CH:20][C:21]([NH2:24])=[CH:22][CH:23]=3)[CH:9]=[C:10]([C:11]([O:13][CH2:14][CH2:15][CH2:16][CH3:17])=[O:12])[N:6]2[N:5]=[CH:4][N:3]=1. The yield is 0.990. (4) The reactants are COC[N:4]([C:13]1[CH:14]=[CH:15][CH:16]=[C:17]2[C:21]=1[N:20](COC)[C:19]([C:25]1[N:29]=[CH:28][NH:27][N:26]=1)=[CH:18]2)[S:5]([C:8]1[S:9][CH:10]=[CH:11][CH:12]=1)(=[O:7])=[O:6].Cl.CO. The catalyst is O. The product is [NH:27]1[CH:28]=[N:29][C:25]([C:19]2[NH:20][C:21]3[C:17]([CH:18]=2)=[CH:16][CH:15]=[CH:14][C:13]=3[NH:4][S:5]([C:8]2[S:9][CH:10]=[CH:11][CH:12]=2)(=[O:6])=[O:7])=[N:26]1. The yield is 0.600. (5) The reactants are [H-].[Na+].[CH:3]1([CH2:6][C@H:7]([NH:10][C:11](=[O:17])[O:12][C:13]([CH3:16])([CH3:15])[CH3:14])[CH2:8][OH:9])[CH2:5][CH2:4]1.Br[CH2:19][CH2:20][O:21][CH3:22]. The catalyst is C1COCC1. The product is [CH:3]1([CH2:6][C@H:7]([NH:10][C:11](=[O:17])[O:12][C:13]([CH3:14])([CH3:16])[CH3:15])[CH2:8][O:9][CH2:19][CH2:20][O:21][CH3:22])[CH2:5][CH2:4]1. The yield is 0.500. (6) The reactants are [S:1]([C:5]1[CH:6]=[C:7]([CH:11]=[CH:12][CH:13]=1)[C:8]([OH:10])=[O:9])(=[O:4])(=[O:3])[NH2:2].S(=O)(=O)(O)O.[CH3:19]O. No catalyst specified. The product is [S:1]([C:5]1[CH:6]=[C:7]([CH:11]=[CH:12][CH:13]=1)[C:8]([O:10][CH3:19])=[O:9])(=[O:3])(=[O:4])[NH2:2]. The yield is 0.702. (7) The reactants are CCN(C(C)C)C(C)C.[CH2:10]([NH:17][CH2:18][CH2:19][OH:20])[C:11]1[CH:16]=[CH:15][CH:14]=[CH:13][CH:12]=1.[Cl:21][CH2:22][S:23](Cl)(=[O:25])=[O:24]. The catalyst is C1COCC1. The product is [CH2:10]([N:17]([CH2:18][CH2:19][OH:20])[S:23]([CH2:22][Cl:21])(=[O:25])=[O:24])[C:11]1[CH:16]=[CH:15][CH:14]=[CH:13][CH:12]=1. The yield is 0.890.